Dataset: Peptide-MHC class I binding affinity with 185,985 pairs from IEDB/IMGT. Task: Regression. Given a peptide amino acid sequence and an MHC pseudo amino acid sequence, predict their binding affinity value. This is MHC class I binding data. (1) The MHC is H-2-Db with pseudo-sequence H-2-Db. The binding affinity (normalized) is 0.00993. The peptide sequence is DMRDNWRSEL. (2) The peptide sequence is RDRFKRTSF. The MHC is HLA-A24:02 with pseudo-sequence HLA-A24:02. The binding affinity (normalized) is 0.0901.